This data is from Catalyst prediction with 721,799 reactions and 888 catalyst types from USPTO. The task is: Predict which catalyst facilitates the given reaction. (1) Product: [CH2:20]([NH:24][C:10]1[C:9]2[C:4](=[CH:5][CH:6]=[C:7]([C:13]3[CH:18]=[CH:17][C:16]([F:19])=[CH:15][CH:14]=3)[CH:8]=2)[N:3]=[C:2]([NH:3][CH2:4][CH2:5][CH2:6][CH3:7])[N:11]=1)[CH2:21][CH2:22][CH3:23]. Reactant: Cl[C:2]1[N:11]=[C:10](Cl)[C:9]2[C:4](=[CH:5][CH:6]=[C:7]([C:13]3[CH:18]=[CH:17][C:16]([F:19])=[CH:15][CH:14]=3)[CH:8]=2)[N:3]=1.[CH2:20]([NH2:24])[CH2:21][CH2:22][CH3:23]. The catalyst class is: 225. (2) Reactant: Br[C:2]1[CH:7]=[C:6]([C@@H:8]2[C@@H:12]([C:13]3[CH:18]=[C:17]([F:19])[CH:16]=[CH:15][C:14]=3[F:20])[O:11][C:10](=[O:21])[NH:9]2)[C:5]([F:22])=[CH:4][N:3]=1.[C:23]([C:25]1[CH:30]=[CH:29][CH:28]=[CH:27][CH:26]=1)#[CH:24].C1(P(C2C=CC=CC=2)C2C=CC=CC=2)C=CC=CC=1. Product: [F:20][C:14]1[CH:15]=[CH:16][C:17]([F:19])=[CH:18][C:13]=1[C@H:12]1[O:11][C:10](=[O:21])[NH:9][C@@H:8]1[C:6]1[C:5]([F:22])=[CH:4][N:3]=[C:2]([C:24]#[C:23][C:25]2[CH:30]=[CH:29][CH:28]=[CH:27][CH:26]=2)[CH:7]=1. The catalyst class is: 337. (3) Reactant: C[O:2][C:3]1[CH:12]=[C:11]2[C:6]([CH2:7][CH:8]([C:16]3[CH:21]=[CH:20][C:19]([O:22]C)=[CH:18][CH:17]=3)[CH:9]3[CH2:15][CH2:14][CH2:13][CH:10]32)=[C:5]([CH2:24]O)[CH:4]=1.B(Br)(Br)[Br:27].C(Cl)Cl.Cl. Product: [Br:27][CH2:24][C:5]1[CH:4]=[C:3]([OH:2])[CH:12]=[C:11]2[C:6]=1[CH2:7][CH:8]([C:16]1[CH:21]=[CH:20][C:19]([OH:22])=[CH:18][CH:17]=1)[CH:9]1[CH2:15][CH2:14][CH2:13][CH:10]12. The catalyst class is: 84. (4) Reactant: [O:1]1CCO[CH:2]1[CH2:6][N:7]1[C:16]2[C:11](=[CH:12][CH:13]=[C:14]([CH3:17])[CH:15]=2)[CH:10]=[CH:9][C:8]1=[O:18].FC(F)(F)C(O)=O.C(=O)([O-])O.[Na+]. Product: [CH3:17][C:14]1[CH:15]=[C:16]2[C:11]([CH:10]=[CH:9][C:8](=[O:18])[N:7]2[CH2:6][CH:2]=[O:1])=[CH:12][CH:13]=1. The catalyst class is: 13.